Dataset: KCNQ2 potassium channel screen with 302,405 compounds. Task: Binary Classification. Given a drug SMILES string, predict its activity (active/inactive) in a high-throughput screening assay against a specified biological target. (1) The drug is S=C(Nc1c(c(ccc1)C)C)NC(=O)c1occc1. The result is 1 (active). (2) The result is 0 (inactive). The compound is S(Cc1ccc(cc1)C)c1nc([nH]n1)N.